This data is from Catalyst prediction with 721,799 reactions and 888 catalyst types from USPTO. The task is: Predict which catalyst facilitates the given reaction. (1) Reactant: [F:1][C:2]([F:23])([F:22])[C:3]1[CH:4]=[C:5]([CH:15]=[C:16]([C:18]([F:21])([F:20])[F:19])[CH:17]=1)[CH2:6][NH:7][C:8]1[N:13]=[CH:12][C:11]([Br:14])=[CH:10][N:9]=1.[H-].[Na+].Cl[CH2:27][C:28]1[N:36]([CH2:37][CH:38]2[CH2:40][CH2:39]2)[C:31]2=NC=CC=[C:30]2[N:29]=1.C(O[CH2:44][CH3:45])C.[CH3:46][N:47](C)C=O. Product: [F:23][C:2]([F:1])([F:22])[C:3]1[CH:4]=[C:5]([CH:15]=[C:16]([C:18]([F:21])([F:20])[F:19])[CH:17]=1)[CH2:6][N:7]([C:8]1[N:13]=[CH:12][C:11]([Br:14])=[CH:10][N:9]=1)[CH2:27][C:28]1[N:36]([CH2:37][CH:38]2[CH2:39][CH2:40]2)[C:31]2[C:30]([N:29]=1)=[N:47][CH:46]=[CH:44][CH:45]=2. The catalyst class is: 6. (2) Reactant: [C:1]([C:4]1[CH:18]=[CH:17][C:7]([C:8]([NH:10][C:11]2[CH:16]=[CH:15][N:14]=[CH:13][CH:12]=2)=[O:9])=[CH:6][CH:5]=1)(=[O:3])[CH3:2].[BH4-].[Na+].Cl. Product: [OH:3][CH:1]([C:4]1[CH:5]=[CH:6][C:7]([C:8]([NH:10][C:11]2[CH:16]=[CH:15][N:14]=[CH:13][CH:12]=2)=[O:9])=[CH:17][CH:18]=1)[CH3:2]. The catalyst class is: 90. (3) Reactant: CN(C=O)C.[CH2:6]([N:10]1[C:14](=[O:15])[C:13](O)=[C:12]([C:17]2[CH:22]=[CH:21][CH:20]=[C:19]([Cl:23])[CH:18]=2)[S:11]1(=[O:25])=[O:24])[CH2:7][CH2:8][CH3:9].C(Cl)(=O)C([Cl:29])=O. Product: [CH2:6]([N:10]1[C:14](=[O:15])[C:13]([Cl:29])=[C:12]([C:17]2[CH:22]=[CH:21][CH:20]=[C:19]([Cl:23])[CH:18]=2)[S:11]1(=[O:25])=[O:24])[CH2:7][CH2:8][CH3:9]. The catalyst class is: 2.